Binary Classification. Given a drug SMILES string, predict its activity (active/inactive) in a high-throughput screening assay against a specified biological target. From a dataset of Orexin1 receptor HTS with 218,158 compounds and 233 confirmed actives. (1) The drug is S(Cc1nc2n(c1)cccn2)c1c(N)cccc1. The result is 0 (inactive). (2) The result is 0 (inactive). The compound is O1C(CC(CC(=O)Nc2ccc([N+]([O-])=O)cc2)C1=O)(C)C. (3) The compound is S(Cc1noc(C(=O)NCC2CC2)c1C(=O)NCC1CC1)c1cc(cc(c1)C)C. The result is 0 (inactive). (4) The drug is S=C(N)N. The result is 0 (inactive). (5) The drug is S(CC(=O)N(CC(=O)NC1CCCCC1)c1ccccc1)c1oc2c(n1)cccc2. The result is 0 (inactive). (6) The molecule is S(=O)(=O)(NC(C(C)C)CC(=O)NCCCCCCC)c1ccc(NC(=O)C)cc1. The result is 0 (inactive). (7) The result is 0 (inactive). The compound is S(CC(=O)Nc1scc(n1)C)c1nnc(c2ncccc2)cc1.